The task is: Predict which catalyst facilitates the given reaction.. This data is from Catalyst prediction with 721,799 reactions and 888 catalyst types from USPTO. (1) Reactant: C[O:2][C:3]([C:5]1[C:6]2[CH:7]=[CH:8][N:9]([C:14]([O:16][C:17]([CH3:20])([CH3:19])[CH3:18])=[O:15])[C:10]=2[CH:11]=[CH:12][CH:13]=1)=O.CC(C[AlH]CC(C)C)C.C1CCCCC1.[C@H](O)(C([O-])=O)[C@@H](O)C([O-])=O.[Na+].[K+]. Product: [C:17]([O:16][C:14]([N:9]1[C:10]2[C:6](=[C:5]([CH2:3][OH:2])[CH:13]=[CH:12][CH:11]=2)[CH:7]=[CH:8]1)=[O:15])([CH3:20])([CH3:18])[CH3:19]. The catalyst class is: 1. (2) Reactant: [N+:1]([C:4]1[CH:5]=[CH:6][C:7]([N:14]2[CH:18]3[CH2:19][CH2:20][CH:15]2[CH2:16][CH2:17]3)=[N:8][C:9]=1[C:10]([F:13])([F:12])[F:11])([O-])=O. Product: [CH:15]12[N:14]([C:7]3[N:8]=[C:9]([C:10]([F:13])([F:11])[F:12])[C:4]([NH2:1])=[CH:5][CH:6]=3)[CH:18]([CH2:17][CH2:16]1)[CH2:19][CH2:20]2. The catalyst class is: 45. (3) Reactant: Cl.[NH2:2][C@@H:3]1[CH2:7][CH2:6][C@@:5]([C:11]([N:13]2[CH2:18][CH2:17][C:16]([C:20]3[CH:25]=[CH:24][CH:23]=[CH:22][C:21]=3[C:26]([F:29])([F:28])[F:27])([OH:19])[CH2:15][CH2:14]2)=[O:12])([CH:8]([CH3:10])[CH3:9])[CH2:4]1.[CH3:30][CH:31]1[C:36](=O)[CH2:35][CH2:34][O:33][CH2:32]1.C([N:40](CC)CC)C.[C:45](O[BH-](OC(=O)C)OC(=O)C)(=[O:47])C.[Na+].C([O-])(O)=O.[Na+]. Product: [NH4+:2].[OH-:12].[NH4+:40].[OH-:33].[CH3:45][OH:47].[CH:8]([C@:5]1([C:11]([N:13]2[CH2:18][CH2:17][C:16]([C:20]3[CH:25]=[CH:24][CH:23]=[CH:22][C:21]=3[C:26]([F:29])([F:27])[F:28])([OH:19])[CH2:15][CH2:14]2)=[O:12])[CH2:6][CH2:7][C@@H:3]([NH:2][CH:36]2[CH2:35][CH2:34][O:33][CH2:32][CH:31]2[CH3:30])[CH2:4]1)([CH3:10])[CH3:9]. The catalyst class is: 2. (4) Reactant: [Cl:1][C:2]1[CH:7]=[CH:6][C:5]([C:8]2[CH:13]=[CH:12][C:11]([CH3:14])=[C:10]([CH:15]3[C:20](=[O:21])[CH2:19][CH:18]([CH2:22][CH:23]4OCC[O:24]4)[CH2:17][C:16]3=[O:28])[CH:9]=2)=[CH:4][CH:3]=1.Cl. Product: [Cl:1][C:2]1[CH:7]=[CH:6][C:5]([C:8]2[CH:13]=[CH:12][C:11]([CH3:14])=[C:10]([CH:15]3[C:16](=[O:28])[CH2:17][CH:18]([CH2:22][CH:23]=[O:24])[CH2:19][C:20]3=[O:21])[CH:9]=2)=[CH:4][CH:3]=1. The catalyst class is: 7. (5) Reactant: [OH2:1].[O-2:2].[Al+3].[O-2].[O-2].[Al+3].[F:7][C:8]1[CH:13]=[CH:12][C:11]([S:14][CH:15]2[CH2:20][CH2:19][CH2:18][N:17]([C:21]([O:23][C:24]([CH3:27])([CH3:26])[CH3:25])=[O:22])[CH2:16]2)=[CH:10][CH:9]=1.O1CCCCC1. Product: [F:7][C:8]1[CH:9]=[CH:10][C:11]([S:14]([CH:15]2[CH2:20][CH2:19][CH2:18][N:17]([C:21]([O:23][C:24]([CH3:27])([CH3:26])[CH3:25])=[O:22])[CH2:16]2)(=[O:2])=[O:1])=[CH:12][CH:13]=1. The catalyst class is: 22.